Dataset: Forward reaction prediction with 1.9M reactions from USPTO patents (1976-2016). Task: Predict the product of the given reaction. (1) The product is: [CH3:11][O:10][C:8]([C:5]1[CH:4]=[CH:3][C:2]([NH:1][CH2:24][C:25]([F:28])([F:27])[F:26])=[CH:7][N:6]=1)=[O:9]. Given the reactants [NH2:1][C:2]1[CH:3]=[CH:4][C:5]([C:8]([O:10][CH3:11])=[O:9])=[N:6][CH:7]=1.C(=O)([O-])[O-].[Cs+].[Cs+].FC(F)(F)S(O[CH2:24][C:25]([F:28])([F:27])[F:26])(=O)=O, predict the reaction product. (2) Given the reactants CS(O[CH2:6][C:7]1[C:12]([C:13]([F:16])([F:15])[F:14])=[CH:11][CH:10]=[CH:9][C:8]=1[Cl:17])(=O)=O.[Br:18][C:19]1[C:23]2=[N:24][CH:25]=[CH:26][CH:27]=[C:22]2[NH:21][CH:20]=1.CC([O-])(C)C.[K+], predict the reaction product. The product is: [Br:18][C:19]1[C:23]2=[N:24][CH:25]=[CH:26][CH:27]=[C:22]2[N:21]([CH2:6][C:7]2[C:12]([C:13]([F:16])([F:15])[F:14])=[CH:11][CH:10]=[CH:9][C:8]=2[Cl:17])[CH:20]=1. (3) Given the reactants FC(F)(F)C(O)=O.[CH2:8]([O:12][C:13]1[NH:14][C:15]([NH2:24])=[C:16]2[C:20]([N:21]=1)=[N:19][C:18]([O:22][CH3:23])=[N:17]2)[CH2:9][CH2:10][CH3:11].Br[CH2:26][CH2:27][CH2:28][CH2:29][CH:30]1[CH2:34][CH2:33][O:32][CH2:31]1, predict the reaction product. The product is: [CH2:8]([O:12][C:13]1[N:21]=[C:20]2[C:16]([N:17]=[C:18]([O:22][CH3:23])[N:19]2[CH2:26][CH2:27][CH2:28][CH2:29][CH:30]2[CH2:34][CH2:33][O:32][CH2:31]2)=[C:15]([NH2:24])[N:14]=1)[CH2:9][CH2:10][CH3:11]. (4) Given the reactants [CH:1]1([CH:7]([N:18]2C(=O)C3C(=CC=CC=3)C2=O)[CH2:8][CH2:9][NH:10][C:11](=[O:17])[O:12][C:13]([CH3:16])([CH3:15])[CH3:14])[CH2:6][CH2:5][CH2:4][CH2:3][CH2:2]1.NN, predict the reaction product. The product is: [NH2:18][CH:7]([CH:1]1[CH2:2][CH2:3][CH2:4][CH2:5][CH2:6]1)[CH2:8][CH2:9][NH:10][C:11](=[O:17])[O:12][C:13]([CH3:16])([CH3:15])[CH3:14]. (5) Given the reactants [CH3:1][O:2][C:3]1[CH:19]=[CH:18][CH:17]=[CH:16][C:4]=1[O:5][CH2:6][CH:7]([OH:15])[CH2:8][N:9]1[CH2:14][CH2:13][NH:12][CH2:11][CH2:10]1.[CH3:20][C:21]1[CH:26]=[CH:25][CH:24]=[C:23]([CH3:27])[C:22]=1[NH:28][C:29]([CH2:31]Cl)=[O:30], predict the reaction product. The product is: [CH3:20][C:21]1[C:22]([NH:28][C:29]([CH2:31][N:12]2[CH2:13][CH2:14][N:9]([CH2:8][CH:7]([OH:15])[CH2:6][O:5][C:4]3[CH:16]=[CH:17][CH:18]=[CH:19][C:3]=3[O:2][CH3:1])[CH2:10][CH2:11]2)=[O:30])=[C:23]([CH3:27])[CH:24]=[CH:25][CH:26]=1.